Dataset: Forward reaction prediction with 1.9M reactions from USPTO patents (1976-2016). Task: Predict the product of the given reaction. (1) Given the reactants [CH3:1][O:2][C:3]1[CH:4]=[C:5]([OH:9])[CH:6]=[CH:7][CH:8]=1.[CH2:10]([O:12][C:13](=[O:16])[CH2:14]Br)[CH3:11], predict the reaction product. The product is: [CH2:10]([O:12][C:13](=[O:16])[CH2:14][O:9][C:5]1[CH:6]=[CH:7][CH:8]=[C:3]([O:2][CH3:1])[CH:4]=1)[CH3:11]. (2) Given the reactants [N+:1]([C:4]1[CH:9]=[CH:8][C:7](F)=[CH:6][CH:5]=1)([O-:3])=[O:2].[CH3:11][C:12]1[CH:13]=[C:14]([CH:16]=[CH:17][CH:18]=1)[NH2:15].[O-2].[Mg+2], predict the reaction product. The product is: [N+:1]([C:4]1[CH:9]=[CH:8][C:7]([NH:15][C:14]2[CH:13]=[C:12]([CH3:11])[CH:18]=[CH:17][CH:16]=2)=[CH:6][CH:5]=1)([O-:3])=[O:2]. (3) Given the reactants [Br:1][C:2]1[C:7]([CH2:8]Br)=[CH:6][CH:5]=[CH:4][N:3]=1.[H-].[Na+].[NH:12]1[CH2:17][CH2:16][O:15][CH2:14][C:13]1=[O:18], predict the reaction product. The product is: [Br:1][C:2]1[C:7]([CH2:8][N:12]2[CH2:17][CH2:16][O:15][CH2:14][C:13]2=[O:18])=[CH:6][CH:5]=[CH:4][N:3]=1.